This data is from Forward reaction prediction with 1.9M reactions from USPTO patents (1976-2016). The task is: Predict the product of the given reaction. (1) The product is: [F:40][C:2]([F:1])([F:39])[C:3]1[CH:4]=[C:5]([C@H:13]([O:15][C@H:16]2[CH2:21][CH2:20][N:19]([C:22]([C@H:24]3[CH2:25][CH2:26][C@H:27]([C:30]([N:41]4[CH2:46][CH2:45][CH2:44][CH2:43][CH2:42]4)=[O:32])[CH2:28][CH2:29]3)=[O:23])[CH2:18][C@H:17]2[C:33]2[CH:38]=[CH:37][CH:36]=[CH:35][CH:34]=2)[CH3:14])[CH:6]=[C:7]([C:9]([F:12])([F:11])[F:10])[CH:8]=1. Given the reactants [F:1][C:2]([F:40])([F:39])[C:3]1[CH:4]=[C:5]([C@H:13]([O:15][C@H:16]2[CH2:21][CH2:20][N:19]([C:22]([C@H:24]3[CH2:29][CH2:28][C@H:27]([C:30]([OH:32])=O)[CH2:26][CH2:25]3)=[O:23])[CH2:18][C@H:17]2[C:33]2[CH:38]=[CH:37][CH:36]=[CH:35][CH:34]=2)[CH3:14])[CH:6]=[C:7]([C:9]([F:12])([F:11])[F:10])[CH:8]=1.[NH:41]1[CH2:46][CH2:45][CH2:44][CH2:43][CH2:42]1, predict the reaction product. (2) Given the reactants [CH2:1]([O:3][C:4](=[O:14])[CH2:5][NH:6][CH2:7][C:8]1[CH:13]=[CH:12][CH:11]=[CH:10][CH:9]=1)[CH3:2].Br[CH2:16][CH2:17][CH2:18][C:19]#[N:20].C([O-])([O-])=O.[K+].[K+], predict the reaction product. The product is: [CH2:1]([O:3][C:4](=[O:14])[CH2:5][N:6]([CH2:7][C:8]1[CH:13]=[CH:12][CH:11]=[CH:10][CH:9]=1)[CH2:16][CH2:17][CH2:18][C:19]#[N:20])[CH3:2]. (3) Given the reactants [CH3:1][O:2][C:3]1[CH:4]=[CH:5][C:6]2[NH:12][C:11](=[O:13])[N:10]([CH:14]3[CH2:19][CH2:18][N:17]([C:20]([O:22][C@H:23]([CH2:42][C:43]4[CH:48]=[C:47]([C:49]([F:52])([F:51])[F:50])[C:46]([NH2:53])=[C:45]([Cl:54])[CH:44]=4)[C:24]([N:26]4[CH2:31][CH2:30][CH:29]([CH:32]5[CH2:37][CH2:36][N:35]([CH2:38][C:39]([OH:41])=[O:40])[CH2:34][CH2:33]5)[CH2:28][CH2:27]4)=[O:25])=[O:21])[CH2:16][CH2:15]3)[CH2:9][CH2:8][C:7]=2[CH:55]=1.CN(C(ON1N=NC2C=CC=CC1=2)=[N+](C)C)C.[B-](F)(F)(F)F.C(N(CC)CC)C.[N:85]1([CH2:91][CH2:92]O)[CH2:90][CH2:89][O:88][CH2:87][CH2:86]1.C([O-])(O)=O.[Na+], predict the reaction product. The product is: [CH3:1][O:2][C:3]1[CH:4]=[CH:5][C:6]2[NH:12][C:11](=[O:13])[N:10]([CH:14]3[CH2:15][CH2:16][N:17]([C:20]([O:22][C@H:23]([CH2:42][C:43]4[CH:48]=[C:47]([C:49]([F:52])([F:50])[F:51])[C:46]([NH2:53])=[C:45]([Cl:54])[CH:44]=4)[C:24]([N:26]4[CH2:31][CH2:30][CH:29]([CH:32]5[CH2:37][CH2:36][N:35]([CH2:38][C:39]([O:41][CH2:92][CH2:91][N:85]6[CH2:90][CH2:89][O:88][CH2:87][CH2:86]6)=[O:40])[CH2:34][CH2:33]5)[CH2:28][CH2:27]4)=[O:25])=[O:21])[CH2:18][CH2:19]3)[CH2:9][CH2:8][C:7]=2[CH:55]=1. (4) Given the reactants [Cl:1][C:2]1[N:7]=[C:6](Cl)[CH:5]=[CH:4][N:3]=1.[CH:9]([O:12][C:13]1[CH:14]=[C:15](B(O)O)[CH:16]=[CH:17][CH:18]=1)([CH3:11])[CH3:10], predict the reaction product. The product is: [Cl:1][C:2]1[N:7]=[C:6]([C:17]2[CH:16]=[CH:15][CH:14]=[C:13]([O:12][CH:9]([CH3:11])[CH3:10])[CH:18]=2)[CH:5]=[CH:4][N:3]=1.